This data is from NCI-60 drug combinations with 297,098 pairs across 59 cell lines. The task is: Regression. Given two drug SMILES strings and cell line genomic features, predict the synergy score measuring deviation from expected non-interaction effect. (1) Drug 1: C1CCC(CC1)NC(=O)N(CCCl)N=O. Drug 2: C1=NC(=NC(=O)N1C2C(C(C(O2)CO)O)O)N. Cell line: DU-145. Synergy scores: CSS=8.26, Synergy_ZIP=-2.70, Synergy_Bliss=2.21, Synergy_Loewe=1.44, Synergy_HSA=1.98. (2) Drug 1: CCCS(=O)(=O)NC1=C(C(=C(C=C1)F)C(=O)C2=CNC3=C2C=C(C=N3)C4=CC=C(C=C4)Cl)F. Drug 2: C1=CC(=CC=C1CCC2=CNC3=C2C(=O)NC(=N3)N)C(=O)NC(CCC(=O)O)C(=O)O. Cell line: BT-549. Synergy scores: CSS=22.8, Synergy_ZIP=11.8, Synergy_Bliss=13.9, Synergy_Loewe=4.47, Synergy_HSA=11.8. (3) Drug 1: CC1C(C(CC(O1)OC2CC(CC3=C2C(=C4C(=C3O)C(=O)C5=C(C4=O)C(=CC=C5)OC)O)(C(=O)C)O)N)O.Cl. Drug 2: C(CC(=O)O)C(=O)CN.Cl. Cell line: NCI-H522. Synergy scores: CSS=29.8, Synergy_ZIP=7.59, Synergy_Bliss=10.4, Synergy_Loewe=2.51, Synergy_HSA=11.1. (4) Synergy scores: CSS=52.5, Synergy_ZIP=-3.16, Synergy_Bliss=-3.44, Synergy_Loewe=-16.8, Synergy_HSA=0.769. Cell line: UACC62. Drug 2: CC1=C(C(=O)C2=C(C1=O)N3CC4C(C3(C2COC(=O)N)OC)N4)N. Drug 1: CN(CC1=CN=C2C(=N1)C(=NC(=N2)N)N)C3=CC=C(C=C3)C(=O)NC(CCC(=O)O)C(=O)O. (5) Drug 1: CC1C(C(CC(O1)OC2CC(CC3=C2C(=C4C(=C3O)C(=O)C5=C(C4=O)C(=CC=C5)OC)O)(C(=O)C)O)N)O.Cl. Drug 2: CC12CCC3C(C1CCC2OP(=O)(O)O)CCC4=C3C=CC(=C4)OC(=O)N(CCCl)CCCl.[Na+]. Cell line: OVCAR-4. Synergy scores: CSS=3.63, Synergy_ZIP=2.42, Synergy_Bliss=-2.83, Synergy_Loewe=-5.90, Synergy_HSA=-3.03. (6) Drug 1: CS(=O)(=O)C1=CC(=C(C=C1)C(=O)NC2=CC(=C(C=C2)Cl)C3=CC=CC=N3)Cl. Drug 2: C1CN(P(=O)(OC1)NCCCl)CCCl. Cell line: RXF 393. Synergy scores: CSS=16.7, Synergy_ZIP=-2.95, Synergy_Bliss=2.15, Synergy_Loewe=-14.3, Synergy_HSA=1.98. (7) Drug 1: COC1=CC(=CC(=C1O)OC)C2C3C(COC3=O)C(C4=CC5=C(C=C24)OCO5)OC6C(C(C7C(O6)COC(O7)C8=CC=CS8)O)O. Drug 2: CN(CCCl)CCCl.Cl. Cell line: NCI-H226. Synergy scores: CSS=14.6, Synergy_ZIP=-4.21, Synergy_Bliss=-3.13, Synergy_Loewe=-11.0, Synergy_HSA=-4.76.